From a dataset of Full USPTO retrosynthesis dataset with 1.9M reactions from patents (1976-2016). Predict the reactants needed to synthesize the given product. (1) The reactants are: [NH2:1][C:2]1[C:7]([C:8]([O:10]C)=O)=[CH:6][N:5]=[CH:4][C:3]=1[CH3:12].[CH3:13][NH2:14]. Given the product [NH2:1][C:2]1[C:7]([C:8]([NH:14][CH3:13])=[O:10])=[CH:6][N:5]=[CH:4][C:3]=1[CH3:12], predict the reactants needed to synthesize it. (2) Given the product [C:16]1([C@H:26]([NH:28][CH2:14][C:11]2[S:12][CH:13]=[C:9]([C:8]#[C:7][C:1]3[CH:6]=[CH:5][CH:4]=[CH:3][CH:2]=3)[CH:10]=2)[CH3:27])[C:25]2[C:20](=[CH:21][CH:22]=[CH:23][CH:24]=2)[CH:19]=[CH:18][CH:17]=1, predict the reactants needed to synthesize it. The reactants are: [C:1]1([C:7]#[C:8][C:9]2[CH:10]=[C:11]([CH:14]=O)[S:12][CH:13]=2)[CH:6]=[CH:5][CH:4]=[CH:3][CH:2]=1.[C:16]1([C@H:26]([NH2:28])[CH3:27])[C:25]2[C:20](=[CH:21][CH:22]=[CH:23][CH:24]=2)[CH:19]=[CH:18][CH:17]=1.